Dataset: Peptide-MHC class II binding affinity with 134,281 pairs from IEDB. Task: Regression. Given a peptide amino acid sequence and an MHC pseudo amino acid sequence, predict their binding affinity value. This is MHC class II binding data. (1) The peptide sequence is RSRPRRTTRRMDRRT. The MHC is HLA-DPA10103-DPB10401 with pseudo-sequence HLA-DPA10103-DPB10401. The binding affinity (normalized) is 0.0253. (2) The peptide sequence is PTIGVGGNFAGGGFG. The MHC is HLA-DQA10102-DQB10602 with pseudo-sequence HLA-DQA10102-DQB10602. The binding affinity (normalized) is 0.0493. (3) The peptide sequence is LRTKLMTSRRVLEKE. The MHC is DRB1_1101 with pseudo-sequence DRB1_1101. The binding affinity (normalized) is 0.834.